From a dataset of Full USPTO retrosynthesis dataset with 1.9M reactions from patents (1976-2016). Predict the reactants needed to synthesize the given product. (1) Given the product [CH:1]([C:4]1[CH:5]=[C:6]([O:14][CH3:15])[C:7]([O:10][CH2:11][O:12][CH3:13])=[C:8]([CH:9]=1)[C:22]([O:24][CH3:25])=[O:23])([CH3:3])[CH3:2], predict the reactants needed to synthesize it. The reactants are: [CH:1]([C:4]1[CH:9]=[CH:8][C:7]([O:10][CH2:11][O:12][CH3:13])=[C:6]([O:14][CH3:15])[CH:5]=1)([CH3:3])[CH3:2].[Li]CCCC.Cl[C:22]([O:24][CH3:25])=[O:23].CCOC(C)=O. (2) Given the product [CH3:1][N:2]([CH3:13])[C:3]([C:5]1[CH:10]=[C:9]([Cl:11])[N:8]=[N:7][C:6]=1[NH2:14])=[O:4], predict the reactants needed to synthesize it. The reactants are: [CH3:1][N:2]([CH3:13])[C:3]([C:5]1[CH:10]=[C:9]([Cl:11])[N:8]=[N:7][C:6]=1Cl)=[O:4].[NH3:14]. (3) Given the product [Cl:36][C:33]1[CH:32]=[CH:31][C:30]([O:29][C:26]2[CH:25]=[CH:24][C:23]([N:10]3[CH:11]([C:13]4[CH:18]=[CH:17][CH:16]=[C:15]([C:19]([F:20])([F:22])[F:21])[CH:14]=4)[CH2:12][N:8]([CH2:7][CH2:6][NH:38][CH2:39][CH2:40][OH:41])[C:9]3=[O:37])=[CH:28][CH:27]=2)=[CH:35][CH:34]=1, predict the reactants needed to synthesize it. The reactants are: CS(O[CH2:6][CH2:7][N:8]1[CH2:12][CH:11]([C:13]2[CH:18]=[CH:17][CH:16]=[C:15]([C:19]([F:22])([F:21])[F:20])[CH:14]=2)[N:10]([C:23]2[CH:28]=[CH:27][C:26]([O:29][C:30]3[CH:35]=[CH:34][C:33]([Cl:36])=[CH:32][CH:31]=3)=[CH:25][CH:24]=2)[C:9]1=[O:37])(=O)=O.[NH2:38][CH2:39][CH2:40][OH:41]. (4) Given the product [C:7]([C:6]1[CH:9]=[C:2]([NH:1][C:36]([N:27]2[CH2:28][CH2:29][C:30]3[C:35](=[CH:34][CH:33]=[CH:32][CH:31]=3)[C@H:26]2[C:23]2[CH:24]=[CH:25][C:20]([C:19]([F:48])([F:18])[F:49])=[CH:21][CH:22]=2)=[O:37])[CH:3]=[N:4][C:5]=1[O:10][CH2:11][C:12]([F:15])([F:13])[F:14])#[N:8], predict the reactants needed to synthesize it. The reactants are: [NH2:1][C:2]1[CH:3]=[N:4][C:5]([O:10][CH2:11][C:12]([F:15])([F:14])[F:13])=[C:6]([CH:9]=1)[C:7]#[N:8].[H-].[Na+].[F:18][C:19]([F:49])([F:48])[C:20]1[CH:25]=[CH:24][C:23]([C@@H:26]2[C:35]3[C:30](=[CH:31][CH:32]=[CH:33][CH:34]=3)[CH2:29][CH2:28][N:27]2[C:36](OC2C=CC([N+]([O-])=O)=CC=2)=[O:37])=[CH:22][CH:21]=1.O. (5) Given the product [CH2:1]=[C:2]1[CH2:4][CH2:20][CH:19]([CH2:18][CH2:17][O:16][CH2:9][C:10]2[CH:15]=[CH:14][CH:13]=[CH:12][CH:11]=2)[CH2:24][CH2:3]1, predict the reactants needed to synthesize it. The reactants are: [CH3:1][C:2]([O-])([CH3:4])[CH3:3].[K+].N#N.[CH2:9]([O:16][CH2:17][CH2:18][CH:19]1[CH2:24]CC(=O)C[CH2:20]1)[C:10]1[CH:15]=[CH:14][CH:13]=[CH:12][CH:11]=1. (6) Given the product [CH:25]([O:24][CH2:23][CH2:22][CH2:21][C@@H:16]1[CH2:15][CH2:14][C:13]2[CH:12]=[C:11]([C@H:8]3[CH2:9][CH2:10][C@@:4]4([NH:3][C:2](=[O:1])[O:6][CH2:5]4)[CH2:7]3)[CH:20]=[CH:19][C:18]=2[CH2:17]1)([CH3:27])[CH3:26], predict the reactants needed to synthesize it. The reactants are: [O:1]=[C:2]1[O:6][CH2:5][C@:4]2([CH2:10][CH2:9][C@H:8]([C:11]3[CH:12]=[C:13]4[C:18](=[CH:19][CH:20]=3)[CH2:17][C@H:16]([CH2:21][CH2:22][CH:23]=[O:24])[CH2:15][CH2:14]4)[CH2:7]2)[NH:3]1.[CH:25](O[Si](C)(C)C)([CH3:27])[CH3:26].C([SiH](CC)CC)C. (7) Given the product [CH3:37][O:36][CH2:35][C:32]1[O:31][C:30]([C:2]([CH:3]([NH:6][C:7](=[O:29])[C:8]([CH3:28])([S:18]([CH2:21][C:22]2[CH:23]=[CH:24][CH:25]=[CH:26][CH:27]=2)(=[O:20])=[O:19])[CH2:9][C:10]([N:12]2[CH2:13][CH2:14][O:15][CH2:16][CH2:17]2)=[O:11])[CH2:4][CH3:5])=[O:1])=[N:34][N:33]=1, predict the reactants needed to synthesize it. The reactants are: [OH:1][CH:2]([C:30]1[O:31][C:32]([CH2:35][O:36][CH3:37])=[N:33][N:34]=1)[CH:3]([NH:6][C:7](=[O:29])[C:8]([CH3:28])([S:18]([CH2:21][C:22]1[CH:27]=[CH:26][CH:25]=[CH:24][CH:23]=1)(=[O:20])=[O:19])[CH2:9][C:10]([N:12]1[CH2:17][CH2:16][O:15][CH2:14][CH2:13]1)=[O:11])[CH2:4][CH3:5].CC(OI1(OC(C)=O)(OC(C)=O)OC(=O)C2C=CC=CC1=2)=O.[O-]S([O-])(=S)=O.[Na+].[Na+].C([O-])(O)=O.[Na+]. (8) Given the product [NH:28]1[C:29]2[CH:35]=[CH:34][CH:33]=[CH:32][C:30]=2[N:31]=[C:27]1[CH2:26][N:15]([CH2:14][C:13]1[CH:36]=[CH:37][C:10]([CH2:9][NH:8][CH2:6][C:3]2[CH:4]=[CH:5][NH:1][N:2]=2)=[CH:11][CH:12]=1)[CH:16]1[C:25]2[N:24]=[CH:23][CH:22]=[CH:21][C:20]=2[CH2:19][CH2:18][CH2:17]1, predict the reactants needed to synthesize it. The reactants are: [NH:1]1[CH:5]=[CH:4][C:3]([CH:6]=O)=[N:2]1.[NH2:8][CH2:9][C:10]1[CH:37]=[CH:36][C:13]([CH2:14][N:15]([CH2:26][C:27]2[NH:31][C:30]3[CH:32]=[CH:33][CH:34]=[CH:35][C:29]=3[N:28]=2)[CH:16]2[C:25]3[N:24]=[CH:23][CH:22]=[CH:21][C:20]=3[CH2:19][CH2:18][CH2:17]2)=[CH:12][CH:11]=1.[BH4-].[Na+]. (9) Given the product [C:1]([O:5][C:6](=[O:29])[NH:7][C:8]1[CH:13]=[CH:12][C:11]([C:14]2[CH:19]=[CH:18][C:17]([C:20]3[CH:21]=[CH:22][CH:23]=[CH:24][CH:25]=3)=[CH:16][CH:15]=2)=[CH:10][C:9]=1[NH2:26])([CH3:4])([CH3:2])[CH3:3], predict the reactants needed to synthesize it. The reactants are: [C:1]([O:5][C:6](=[O:29])[NH:7][C:8]1[CH:13]=[CH:12][C:11]([C:14]2[CH:19]=[CH:18][C:17]([C:20]3[CH:25]=[CH:24][CH:23]=[CH:22][CH:21]=3)=[CH:16][CH:15]=2)=[CH:10][C:9]=1[N+:26]([O-])=O)([CH3:4])([CH3:3])[CH3:2].